This data is from Catalyst prediction with 721,799 reactions and 888 catalyst types from USPTO. The task is: Predict which catalyst facilitates the given reaction. (1) Reactant: B(Br)(Br)Br.[CH2:5]([O:7][C:8](=[O:26])[CH2:9][CH2:10][CH2:11][CH2:12][C:13]1[CH:17]=[C:16]([C:18]2[CH:23]=[CH:22][CH:21]=[CH:20][C:19]=2[O:24]C)[O:15][N:14]=1)[CH3:6]. Product: [CH2:5]([O:7][C:8](=[O:26])[CH2:9][CH2:10][CH2:11][CH2:12][C:13]1[CH:17]=[C:16]([C:18]2[CH:23]=[CH:22][CH:21]=[CH:20][C:19]=2[OH:24])[O:15][N:14]=1)[CH3:6]. The catalyst class is: 2. (2) Reactant: [CH3:1][O:2][C:3](=[O:14])[C@H:4]([CH2:6][C:7]1[CH:12]=[CH:11][C:10]([OH:13])=[CH:9][CH:8]=1)[NH2:5].[C:15]([CH2:23][C:24]([CH3:26])=O)(=[O:22])[C:16]1[CH:21]=[CH:20][CH:19]=[CH:18][CH:17]=1. Product: [CH3:1][O:2][C:3](=[O:14])[CH:4]([NH:5][C:24]([CH3:26])=[CH:23][C:15](=[O:22])[C:16]1[CH:21]=[CH:20][CH:19]=[CH:18][CH:17]=1)[CH2:6][C:7]1[CH:8]=[CH:9][C:10]([OH:13])=[CH:11][CH:12]=1. The catalyst class is: 5. (3) Reactant: [N:1]1([C:19]([O:21][C:22]([CH3:25])([CH3:24])[CH3:23])=[O:20])[CH2:5][CH2:4][CH2:3][C@H:2]1[C:6]([O:8][C:9]1[CH:14]=[C:13]([CH:15]=[O:16])[CH:12]=[CH:11][C:10]=1[O:17][CH3:18])=[O:7].S(=O)(=O)([OH:28])N.Cl([O-])=O.[Na+]. Product: [C:22]([O:21][C:19]([N:1]1[CH2:5][CH2:4][CH2:3][C@H:2]1[C:6]([O:8][C:9]1[CH:14]=[C:13]([CH:12]=[CH:11][C:10]=1[O:17][CH3:18])[C:15]([OH:28])=[O:16])=[O:7])=[O:20])([CH3:25])([CH3:24])[CH3:23]. The catalyst class is: 86. (4) Reactant: [CH3:1][O:2][C:3](=[O:15])[C:4]1[CH:12]=[CH:11][C:7]([C:8]([OH:10])=O)=[C:6]([O:13][CH3:14])[CH:5]=1.C(Cl)CCl.C1C=NC2N(O)N=NC=2C=1.CCN(C(C)C)C(C)C.[CH3:39][NH:40][CH2:41][CH2:42][N:43]1[CH2:48][CH2:47][CH:46]([O:49][C:50](=[O:64])[NH:51][C:52]2[CH:57]=[CH:56][CH:55]=[CH:54][C:53]=2[C:58]2[CH:63]=[CH:62][CH:61]=[CH:60][CH:59]=2)[CH2:45][CH2:44]1. Product: [CH3:1][O:2][C:3](=[O:15])[C:4]1[CH:12]=[CH:11][C:7]([C:8]([N:40]([CH2:41][CH2:42][N:43]2[CH2:44][CH2:45][CH:46]([O:49][C:50](=[O:64])[NH:51][C:52]3[CH:57]=[CH:56][CH:55]=[CH:54][C:53]=3[C:58]3[CH:63]=[CH:62][CH:61]=[CH:60][CH:59]=3)[CH2:47][CH2:48]2)[CH3:39])=[O:10])=[C:6]([O:13][CH3:14])[CH:5]=1. The catalyst class is: 3. (5) Reactant: Cl[C:2]1[N:7]=[C:6]([CH2:8][CH2:9][C:10]2[CH:15]=[CH:14][CH:13]=[CH:12][C:11]=2[CH2:16][C:17]([NH2:19])=[O:18])[C:5]([CH3:20])=[CH:4][N:3]=1.[NH2:21][C:22]1[CH:27]=[CH:26][C:25]([CH:28]2[CH2:31][N:30]([C:32]([O:34][C:35]([CH3:38])([CH3:37])[CH3:36])=[O:33])[CH2:29]2)=[CH:24][CH:23]=1.C([O-])([O-])=O.[Cs+].[Cs+].CC1(C)C2C(=C(P(C3C=CC=CC=3)C3C=CC=CC=3)C=CC=2)OC2C(P(C3C=CC=CC=3)C3C=CC=CC=3)=CC=CC1=2. Product: [NH2:19][C:17](=[O:18])[CH2:16][C:11]1[CH:12]=[CH:13][CH:14]=[CH:15][C:10]=1[CH2:9][CH2:8][C:6]1[C:5]([CH3:20])=[CH:4][N:3]=[C:2]([NH:21][C:22]2[CH:23]=[CH:24][C:25]([CH:28]3[CH2:29][N:30]([C:32]([O:34][C:35]([CH3:38])([CH3:37])[CH3:36])=[O:33])[CH2:31]3)=[CH:26][CH:27]=2)[N:7]=1. The catalyst class is: 231. (6) Reactant: [CH3:1][O:2][NH:3][CH:4]([CH3:10])[CH:5]([O:8][CH3:9])[O:6][CH3:7].C[Si]([N:15]=[C:16]=[O:17])(C)C.C(Cl)Cl.O. Product: [CH3:7][O:6][CH:5]([O:8][CH3:9])[CH:4]([N:3]([O:2][CH3:1])[C:16]([NH2:15])=[O:17])[CH3:10]. The catalyst class is: 41.